Dataset: Full USPTO retrosynthesis dataset with 1.9M reactions from patents (1976-2016). Task: Predict the reactants needed to synthesize the given product. Given the product [F:20][C:17]1[CH:18]=[CH:19][C:14]([C:11]2[CH:12]=[CH:13][C:8]3[N:7]=[C:24]([C:26]4[N:27]=[C:28]([N:31]5[CH:35]=[C:34]([CH3:36])[N:33]=[CH:32]5)[S:29][CH:30]=4)[CH2:23][C:22](=[O:37])[NH:21][C:9]=3[CH:10]=2)=[CH:15][CH:16]=1, predict the reactants needed to synthesize it. The reactants are: C(OC(=O)[NH:7][C:8]1[CH:13]=[CH:12][C:11]([C:14]2[CH:19]=[CH:18][C:17]([F:20])=[CH:16][CH:15]=2)=[CH:10][C:9]=1[NH:21][C:22](=[O:37])[CH2:23][C:24]([C:26]1[N:27]=[C:28]([N:31]2[CH:35]=[C:34]([CH3:36])[N:33]=[CH:32]2)[S:29][CH:30]=1)=O)(C)(C)C.C(O)(C(F)(F)F)=O.